Dataset: Full USPTO retrosynthesis dataset with 1.9M reactions from patents (1976-2016). Task: Predict the reactants needed to synthesize the given product. (1) Given the product [CH2:12]([N:9]1[C:10]2[C:5](=[CH:4][C:3]([CH3:17])=[C:2]([C:21]3[CH:22]=[C:23]([CH:24]=[CH:25][C:20]=3[O:19][CH3:18])[CH:26]=[O:27])[CH:11]=2)[C:6]([CH3:16])([CH3:15])[CH2:7][C:8]1=[O:14])[CH3:13], predict the reactants needed to synthesize it. The reactants are: Br[C:2]1[CH:11]=[C:10]2[C:5]([C:6]([CH3:16])([CH3:15])[CH2:7][C:8](=[O:14])[N:9]2[CH2:12][CH3:13])=[CH:4][C:3]=1[CH3:17].[CH3:18][O:19][C:20]1[CH:25]=[CH:24][C:23]([CH:26]=[O:27])=[CH:22][C:21]=1B(O)O.C1(C)C=CC=CC=1.C([O-])([O-])=O.[K+].[K+]. (2) Given the product [CH3:26][N:27]([CH2:28][CH2:29][O:25][C:19]1[CH:18]=[C:17]2[C:22]([C:13]([O:12][C:7]3[CH:8]=[C:9]4[C:4](=[CH:5][CH:6]=3)[NH:3][C:2]([CH3:1])=[C:10]4[CH3:11])=[N:14][CH:15]=[N:16]2)=[CH:21][C:20]=1[O:23][CH3:24])[CH3:31], predict the reactants needed to synthesize it. The reactants are: [CH3:1][C:2]1[NH:3][C:4]2[C:9]([C:10]=1[CH3:11])=[CH:8][C:7]([O:12][C:13]1[C:22]3[C:17](=[CH:18][C:19]([OH:25])=[C:20]([O:23][CH3:24])[CH:21]=3)[N:16]=[CH:15][N:14]=1)=[CH:6][CH:5]=2.[CH3:26][N:27]([CH3:31])[CH2:28][CH2:29]O. (3) Given the product [CH3:2][O:3][N:4]([CH3:5])[C:24](=[O:26])[CH2:23][N:20]1[CH2:19][CH2:18][N:17]([C:10]([O:12][C:13]([CH3:14])([CH3:15])[CH3:16])=[O:11])[CH2:22][CH2:21]1, predict the reactants needed to synthesize it. The reactants are: Cl.[CH3:2][O:3][NH:4][CH3:5].C[Al](C)C.[C:10]([N:17]1[CH2:22][CH2:21][N:20]([CH2:23][C:24]([O:26]CC)=O)[CH2:19][CH2:18]1)([O:12][C:13]([CH3:16])([CH3:15])[CH3:14])=[O:11]. (4) Given the product [ClH:15].[Cl:15][C:16]1[CH:17]=[C:18]([C@H:23]([CH2:35][CH2:36][N:11]2[CH2:12][CH2:13][CH:8]([N:4]3[CH2:5][CH2:6][CH2:7][N:2]([CH3:1])[C:3]3=[S:14])[CH2:9][CH2:10]2)[CH2:24][N:25]([CH3:34])[C:26](=[O:33])[C:27]2[CH:28]=[CH:29][CH:30]=[CH:31][CH:32]=2)[CH:19]=[CH:20][C:21]=1[Cl:22], predict the reactants needed to synthesize it. The reactants are: [CH3:1][N:2]1[CH2:7][CH2:6][CH2:5][N:4]([CH:8]2[CH2:13][CH2:12][NH:11][CH2:10][CH2:9]2)[C:3]1=[S:14].[Cl:15][C:16]1[CH:17]=[C:18]([CH:23]([CH2:35][CH:36]=O)[CH2:24][N:25]([CH3:34])[C:26](=[O:33])[C:27]2[CH:32]=[CH:31][CH:30]=[CH:29][CH:28]=2)[CH:19]=[CH:20][C:21]=1[Cl:22]. (5) Given the product [I:1][C:2]1[CH:3]=[N:4][N:5]([CH2:14][CH2:15][O:16][CH:17]2[CH2:22][CH2:21][CH2:20][CH2:19][O:18]2)[CH:6]=1, predict the reactants needed to synthesize it. The reactants are: [I:1][C:2]1[CH:3]=[N:4][NH:5][CH:6]=1.C([O-])([O-])=O.[Cs+].[Cs+].Br[CH2:14][CH2:15][O:16][CH:17]1[CH2:22][CH2:21][CH2:20][CH2:19][O:18]1. (6) Given the product [CH2:13]([N:10]1[C:6]2=[N:7][C:8]([CH3:9])=[C:3]([CH2:2][N:1]3[CH2:23][CH2:24][CH2:25][CH2:26][C:27]3=[O:28])[C:4]([NH:15][CH:16]3[CH2:17][CH2:18][O:19][CH2:20][CH2:21]3)=[C:5]2[CH:12]=[N:11]1)[CH3:14], predict the reactants needed to synthesize it. The reactants are: [NH2:1][CH2:2][C:3]1[C:8]([CH3:9])=[N:7][C:6]2[N:10]([CH2:13][CH3:14])[N:11]=[CH:12][C:5]=2[C:4]=1[NH:15][CH:16]1[CH2:21][CH2:20][O:19][CH2:18][CH2:17]1.Cl[CH2:23][CH2:24][CH2:25][CH2:26][C:27](Cl)=[O:28].